Dataset: Experimentally validated miRNA-target interactions with 360,000+ pairs, plus equal number of negative samples. Task: Binary Classification. Given a miRNA mature sequence and a target amino acid sequence, predict their likelihood of interaction. (1) The miRNA is hsa-miR-577 with sequence UAGAUAAAAUAUUGGUACCUG. The protein sequence of the target gene is MEEKYGGDVLAGPGGGGGLGPVDVPSARLTKYIVLLCFTKFLKAVGLFESYDLLKAVHIVQFIFILKLGTAFFMVLFQKPFSSGKTITKHQWIKIFKHAVAGCIISLLWFFGLTLCGPLRTLLLFEHSDIVVISLLSVLFTSSGGGPAKTRGAAFFIIAVICLLLFDNDDLMAKMAEHPEGHHDSALTHMLYTAIAFLGVADHKGGVLLLVLALCCKVGFHTASRKLSVDVGGAKRLQALSHLVSVLLLCPWVIVLSVTTESKVESWFSLIMPFATVIFFVMILDFYVDSICSVKMEVSK.... Result: 0 (no interaction). (2) The miRNA is rno-miR-98-5p with sequence UGAGGUAGUAAGUUGUAUUGUU. The protein sequence of the target gene is MELLCCEVDPVRRAVPDRNLLEDRVLQNLLTIEERYLPQCSYFKCVQKDIQPYMRRMVATWMLEVCEEQKCEEEVFPLAMNYLDRFLAGVPTPKTHLQLLGAVCMFLASKLKETIPLTAEKLCIYTDNSVKPQELLEWELVVLGKLKWNLAAVTPHDFIEHILRKLPQQKEKLSLIRKHAQTFIALCATDFKFAMYPPSMIATGSVGAAICGLQQDEEVNALTCDALTELLTKITHTDVDCLKACQEQIEAVLLNSLQQFRQEQHNGSKSVEDPDQATTPTDVRDVDL. Result: 1 (interaction).